Dataset: Forward reaction prediction with 1.9M reactions from USPTO patents (1976-2016). Task: Predict the product of the given reaction. (1) Given the reactants [F:1][C:2]([F:50])([F:49])[C:3]1[CH:4]=[C:5]([CH:42]=[C:43]([C:45]([F:48])([F:47])[F:46])[CH:44]=1)[CH2:6][N:7]([CH2:23][C:24]1[CH:29]=[C:28]([C:30]([F:33])([F:32])[F:31])[CH:27]=[CH:26][C:25]=1[N:34]([C:37](=[O:41])[CH2:38][CH2:39][CH3:40])[CH2:35][CH3:36])[C:8]1[N:13]=[CH:12][C:11]([O:14][CH2:15][CH2:16][CH2:17][C:18]([O:20]CC)=[O:19])=[CH:10][N:9]=1.[OH-].[Na+].C(OCC)(=O)C, predict the reaction product. The product is: [F:50][C:2]([F:1])([F:49])[C:3]1[CH:4]=[C:5]([CH:42]=[C:43]([C:45]([F:46])([F:47])[F:48])[CH:44]=1)[CH2:6][N:7]([CH2:23][C:24]1[CH:29]=[C:28]([C:30]([F:33])([F:32])[F:31])[CH:27]=[CH:26][C:25]=1[N:34]([C:37](=[O:41])[CH2:38][CH2:39][CH3:40])[CH2:35][CH3:36])[C:8]1[N:9]=[CH:10][C:11]([O:14][CH2:15][CH2:16][CH2:17][C:18]([OH:20])=[O:19])=[CH:12][N:13]=1. (2) The product is: [NH2:1][C:4]1[CH:17]=[CH:16][C:7]([O:8][C:9]2[CH:14]=[CH:13][N:12]=[C:11]([NH2:15])[CH:10]=2)=[CH:6][C:5]=1[C:18]([F:21])([F:19])[F:20]. Given the reactants [N+:1]([C:4]1[CH:17]=[CH:16][C:7]([O:8][C:9]2[CH:14]=[CH:13][N:12]=[C:11]([NH2:15])[CH:10]=2)=[CH:6][C:5]=1[C:18]([F:21])([F:20])[F:19])([O-])=O, predict the reaction product. (3) The product is: [Br:17][C:16]1[CH:11]=[N:12][C:13]([N:7]2[CH2:8][CH2:9][N:4]([CH3:3])[CH2:5][CH2:6]2)=[CH:14][N:15]=1. Given the reactants [H-].[Na+].[CH3:3][N:4]1[CH2:9][CH2:8][NH:7][CH2:6][CH2:5]1.Br[C:11]1[C:16]([Br:17])=[N:15][CH:14]=[CH:13][N:12]=1, predict the reaction product. (4) Given the reactants Br[C:2]1(Br)[C:4]2([CH2:8][C@@H:7]([C:9]([OH:11])=[O:10])[N:6]([C:12]([O:14][C:15]([CH3:18])([CH3:17])[CH3:16])=[O:13])[CH2:5]2)[CH2:3]1.C(N(CC)CC)C, predict the reaction product. The product is: [C:15]([O:14][C:12]([N:6]1[C@H:7]([C:9]([OH:11])=[O:10])[CH2:8][C:4]2([CH2:3][CH2:2]2)[CH2:5]1)=[O:13])([CH3:18])([CH3:16])[CH3:17]. (5) Given the reactants [F:1][C:2]1[CH:7]=[C:6]([N+:8]([O-])=O)[CH:5]=[CH:4][C:3]=1[N:11]1[CH2:16][CH2:15][CH:14]([OH:17])[CH2:13][CH2:12]1, predict the reaction product. The product is: [NH2:8][C:6]1[CH:5]=[CH:4][C:3]([N:11]2[CH2:16][CH2:15][CH:14]([OH:17])[CH2:13][CH2:12]2)=[C:2]([F:1])[CH:7]=1.